From a dataset of Full USPTO retrosynthesis dataset with 1.9M reactions from patents (1976-2016). Predict the reactants needed to synthesize the given product. (1) Given the product [F:33][C:31]([F:32])([F:34])[O:30][C:27]1[CH:28]=[CH:29][C:24]([CH2:23][O:22][C:17]2[CH:16]=[CH:15][C:14]3[C:19](=[CH:20][CH:21]=[C:12]([OH:11])[CH:13]=3)[N:18]=2)=[CH:25][CH:26]=1, predict the reactants needed to synthesize it. The reactants are: C(O)C.Cl.O1CCCCC1[O:11][C:12]1[CH:13]=[C:14]2[C:19](=[CH:20][CH:21]=1)[N:18]=[C:17]([O:22][CH2:23][C:24]1[CH:29]=[CH:28][C:27]([O:30][C:31]([F:34])([F:33])[F:32])=[CH:26][CH:25]=1)[CH:16]=[CH:15]2.C(=O)([O-])O.[Na+]. (2) Given the product [CH3:1][O:2][C:3]1[CH:4]=[CH:5][N:6]=[C:7]([CH2:11][S:12]([C:13]2[N-:14][C:15]3[CH:16]=[CH:17][C:18]([O:22][CH:23]([F:24])[F:25])=[CH:19][C:20]=3[N:21]=2)=[O:26])[C:8]=1[O:9][CH3:10].[CH3:1][O:2][C:3]1[CH:4]=[CH:5][N:6]=[C:7]([CH2:11][S:12]([C:13]2[N-:14][C:15]3[CH:16]=[CH:17][C:18]([O:22][CH:23]([F:24])[F:25])=[CH:19][C:20]=3[N:21]=2)=[O:26])[C:8]=1[O:9][CH3:10].[OH2:27].[OH2:2].[OH2:2].[Na+:28].[Na+:28], predict the reactants needed to synthesize it. The reactants are: [CH3:1][O:2][C:3]1[CH:4]=[CH:5][N:6]=[C:7]([CH2:11][S+:12]([O-:26])[C:13]2[NH:14][C:15]3[CH:16]=[CH:17][C:18]([O:22][CH:23]([F:25])[F:24])=[CH:19][C:20]=3[N:21]=2)[C:8]=1[O:9][CH3:10].[OH-:27].[Na+:28]. (3) Given the product [C:2]([O:5][C:6]([N:8]([CH2:19][C:20]1[CH:21]=[C:22]([CH:30]=[CH:31][C:32]=1[N+:33]([O-:35])=[O:34])[C:23]([O:25][C:26]([CH3:29])([CH3:27])[CH3:28])=[O:24])[C:9]([O:11][C:12]([CH3:15])([CH3:14])[CH3:13])=[O:10])=[O:7])([CH3:1])([CH3:3])[CH3:4], predict the reactants needed to synthesize it. The reactants are: [CH3:1][C:2]([O:5][C:6]([NH:8][C:9]([O:11][C:12]([CH3:15])([CH3:14])[CH3:13])=[O:10])=[O:7])([CH3:4])[CH3:3].[H-].[Na+].Br[CH2:19][C:20]1[CH:21]=[C:22]([CH:30]=[CH:31][C:32]=1[N+:33]([O-:35])=[O:34])[C:23]([O:25][C:26]([CH3:29])([CH3:28])[CH3:27])=[O:24]. (4) The reactants are: I.[Cl:2][C:3]1[CH:8]=[CH:7][C:6]([C@H:9]2[C@@H:13]([C:14]3[CH:19]=[CH:18][C:17]([Cl:20])=[CH:16][CH:15]=3)[NH:12][C:11]([S:21][CH3:22])=[N:10]2)=[CH:5][CH:4]=1.[C:23]([O:27][C:28](O[C:28]([O:27][C:23]([CH3:26])([CH3:25])[CH3:24])=[O:29])=[O:29])([CH3:26])([CH3:25])[CH3:24].C(N(CC)C(C)C)(C)C. Given the product [Cl:2][C:3]1[CH:4]=[CH:5][C:6]([C@H:9]2[C@@H:13]([C:14]3[CH:19]=[CH:18][C:17]([Cl:20])=[CH:16][CH:15]=3)[N:12]([C:28]([O:27][C:23]([CH3:26])([CH3:25])[CH3:24])=[O:29])[C:11]([S:21][CH3:22])=[N:10]2)=[CH:7][CH:8]=1, predict the reactants needed to synthesize it. (5) Given the product [CH2:1]([NH:4][CH2:7][CH2:6][C:5]([O:9][CH2:10][CH3:11])=[O:8])[CH:2]=[CH2:3], predict the reactants needed to synthesize it. The reactants are: [CH2:1]([NH2:4])[CH:2]=[CH2:3].[C:5]([O:9][CH2:10][CH3:11])(=[O:8])[CH:6]=[CH2:7]. (6) Given the product [CH3:11][C:4]1[N:3]=[C:2]([N:25]2[CH2:26][CH2:27][C:22](=[CH:21][C:13]3[S:12][C:16]4[CH:17]=[CH:18][CH:19]=[CH:20][C:15]=4[CH:14]=3)[CH2:23][CH2:24]2)[C:7]([N+:8]([O-:10])=[O:9])=[CH:6][CH:5]=1, predict the reactants needed to synthesize it. The reactants are: Cl[C:2]1[C:7]([N+:8]([O-:10])=[O:9])=[CH:6][CH:5]=[C:4]([CH3:11])[N:3]=1.[S:12]1[C:16]2[CH:17]=[CH:18][CH:19]=[CH:20][C:15]=2[CH:14]=[C:13]1[CH:21]=[C:22]1[CH2:27][CH2:26][NH:25][CH2:24][CH2:23]1.C(N(CC)CC)C.O. (7) The reactants are: C([O:3][C:4]([C:6]1[C:7]([O:15][CH2:16][C:17]2[CH:22]=[CH:21][CH:20]=[CH:19][CH:18]=2)=[N:8][N:9]([CH:12]([CH3:14])[CH3:13])[C:10]=1[Br:11])=[O:5])C.[OH-].[Na+].Cl. Given the product [CH2:16]([O:15][C:7]1[C:6]([C:4]([OH:5])=[O:3])=[C:10]([Br:11])[N:9]([CH:12]([CH3:14])[CH3:13])[N:8]=1)[C:17]1[CH:18]=[CH:19][CH:20]=[CH:21][CH:22]=1, predict the reactants needed to synthesize it. (8) Given the product [CH2:13]([O:14][C:13](=[O:15])[C@H:2]([CH2:3][C:4]1[C:12]2[C:7](=[CH:8][CH:9]=[CH:10][CH:11]=2)[NH:6][CH:5]=1)[NH2:1])[CH2:2][CH2:3][CH3:4], predict the reactants needed to synthesize it. The reactants are: [NH2:1][C@H:2]([C:13]([OH:15])=[O:14])[CH2:3][C:4]1[C:12]2[C:7](=[CH:8][CH:9]=[CH:10][CH:11]=2)[NH:6][CH:5]=1.S(Cl)(Cl)=O. (9) Given the product [F:1][C:2]1[CH:7]=[CH:6][CH:5]=[C:4]([F:8])[C:3]=1[N:9]1[C:14]2[N:15]=[C:16]([NH:40][CH2:39][C:38]#[N:37])[N:17]=[C:18]([C:19]3[CH:24]=[CH:23][C:22]([F:25])=[CH:21][C:20]=3[CH3:26])[C:13]=2[CH:12]=[CH:11][C:10]1=[O:31], predict the reactants needed to synthesize it. The reactants are: [F:1][C:2]1[CH:7]=[CH:6][CH:5]=[C:4]([F:8])[C:3]=1[N:9]1[C:14]2[N:15]=[C:16](S(C)(=O)=O)[N:17]=[C:18]([C:19]3[CH:24]=[CH:23][C:22]([F:25])=[CH:21][C:20]=3[CH3:26])[C:13]=2[CH:12]=[CH:11][C:10]1=[O:31].S(O)(O)(=O)=O.[NH2:37][CH2:38][C:39]#[N:40].C(N(CC)CC)C.